This data is from Full USPTO retrosynthesis dataset with 1.9M reactions from patents (1976-2016). The task is: Predict the reactants needed to synthesize the given product. (1) Given the product [F:1][C:2]1[CH:3]=[CH:4][C:5]([C:8](=[CH:12][C:14]2[CH:15]=[CH:16][C:17](/[CH:20]=[CH:21]/[C:22]([O:24][CH3:25])=[O:23])=[CH:18][CH:19]=2)[C:9]([OH:11])=[O:10])=[CH:6][CH:7]=1, predict the reactants needed to synthesize it. The reactants are: [F:1][C:2]1[CH:7]=[CH:6][C:5]([CH2:8][C:9]([OH:11])=[O:10])=[CH:4][CH:3]=1.[CH:12]([C:14]1[CH:19]=[CH:18][C:17](/[CH:20]=[CH:21]/[C:22]([O:24][CH3:25])=[O:23])=[CH:16][CH:15]=1)=O.C(OC(=O)C)(=O)C.C(N(C(C)C)CC)(C)C.Cl. (2) The reactants are: Br[CH2:2][C:3]([C:5]1[CH:6]=[N:7][CH:8]=[CH:9][CH:10]=1)=O.Br.[Br:12][C:13]1[N:18]=[CH:17][C:16]([NH:19][C:20]([NH2:22])=[S:21])=[CH:15][CH:14]=1. Given the product [Br:12][C:13]1[N:18]=[CH:17][C:16]([NH:19][C:20]2[S:21][CH:2]=[C:3]([C:5]3[CH:6]=[N:7][CH:8]=[CH:9][CH:10]=3)[N:22]=2)=[CH:15][CH:14]=1, predict the reactants needed to synthesize it. (3) Given the product [Si:3]([O:10][CH2:11][C:12]1[CH:17]=[CH:16][CH:15]=[C:14]([C:18]([O:21][CH3:22])([CH3:20])[CH3:19])[N:13]=1)([C:6]([CH3:9])([CH3:8])[CH3:7])([CH3:5])[CH3:4], predict the reactants needed to synthesize it. The reactants are: [H-].[Na+].[Si:3]([O:10][CH2:11][C:12]1[CH:17]=[CH:16][CH:15]=[C:14]([C:18]([OH:21])([CH3:20])[CH3:19])[N:13]=1)([C:6]([CH3:9])([CH3:8])[CH3:7])([CH3:5])[CH3:4].[CH3:22]I. (4) The reactants are: B.O1CCCC1.[N+:7]([C:10]1[CH:11]=[C:12]([CH:16]=[CH:17][C:18]=1[N+:19]([O-:21])=[O:20])[C:13](O)=[O:14])([O-:9])=[O:8]. Given the product [N+:7]([C:10]1[CH:11]=[C:12]([CH2:13][OH:14])[CH:16]=[CH:17][C:18]=1[N+:19]([O-:21])=[O:20])([O-:9])=[O:8], predict the reactants needed to synthesize it.